Dataset: Full USPTO retrosynthesis dataset with 1.9M reactions from patents (1976-2016). Task: Predict the reactants needed to synthesize the given product. (1) Given the product [C:10]([C:8]1[CH:7]=[CH:6][C:5]([O:13][CH2:14][C:15]2[CH:20]=[CH:19][CH:18]=[CH:17][CH:16]=2)=[C:4]([CH:9]=1)[C:3]([OH:21])=[O:2])(=[O:12])[CH3:11], predict the reactants needed to synthesize it. The reactants are: C[O:2][C:3](=[O:21])[C:4]1[CH:9]=[C:8]([C:10](=[O:12])[CH3:11])[CH:7]=[CH:6][C:5]=1[O:13][CH2:14][C:15]1[CH:20]=[CH:19][CH:18]=[CH:17][CH:16]=1.[OH-].[Na+]. (2) Given the product [C:1]1([N:7]2[CH2:12][CH2:11][N:10]([CH2:16][CH2:17][N:18]3[C:22](=[O:23])[C:21]4=[CH:24][CH:25]=[CH:26][CH:27]=[C:20]4[C:19]3=[O:28])[CH2:9][CH2:8]2)[CH:6]=[CH:5][CH:4]=[CH:3][CH:2]=1, predict the reactants needed to synthesize it. The reactants are: [C:1]1([N:7]2[CH2:12][CH2:11][NH:10][CH2:9][CH2:8]2)[CH:6]=[CH:5][CH:4]=[CH:3][CH:2]=1.BrCC[CH2:16][CH2:17][N:18]1[C:22](=[O:23])[C:21]2=[CH:24][CH:25]=[CH:26][CH:27]=[C:20]2[C:19]1=[O:28].C([O-])([O-])=O.[K+].[K+].